Predict which catalyst facilitates the given reaction. From a dataset of Catalyst prediction with 721,799 reactions and 888 catalyst types from USPTO. (1) Reactant: C(O[C:6](=O)[N:7]([CH2:9][CH2:10][C:11]1[CH:16]=[CH:15][C:14]([O:17][C:18]2[CH:23]=[CH:22][C:21]([F:24])=[CH:20][CH:19]=2)=[CH:13][CH:12]=1)C)(C)(C)C.C(O)(C(F)(F)F)=O. The catalyst class is: 793. Product: [F:24][C:21]1[CH:22]=[CH:23][C:18]([O:17][C:14]2[CH:15]=[CH:16][C:11]([CH2:10][CH2:9][NH:7][CH3:6])=[CH:12][CH:13]=2)=[CH:19][CH:20]=1. (2) Reactant: C([O:4][CH2:5][CH:6]1[CH2:11][S:10][CH:9]([CH2:12][O:13]C(=O)C)[CH2:8][S:7]1)(=O)C.C(=O)([O-])O.[Na+]. Product: [OH:4][CH2:5][CH:6]1[CH2:11][S:10][CH:9]([CH2:12][OH:13])[CH2:8][S:7]1. The catalyst class is: 5. (3) Reactant: [CH3:1][O:2][C:3](=[O:27])[CH2:4][C:5]1[C:9]2[CH:10]=[CH:11][C:12]([O:17][CH2:18][C:19]3[CH:24]=[CH:23][C:22]([Cl:25])=[CH:21][C:20]=3[Cl:26])=[C:13]([C:14](=[O:16])[CH3:15])[C:8]=2[O:7][CH:6]=1.[BH4-].[Na+]. Product: [CH3:1][O:2][C:3](=[O:27])[CH2:4][C:5]1[C:9]2[CH:10]=[CH:11][C:12]([O:17][CH2:18][C:19]3[CH:24]=[CH:23][C:22]([Cl:25])=[CH:21][C:20]=3[Cl:26])=[C:13]([CH:14]([OH:16])[CH3:15])[C:8]=2[O:7][CH:6]=1. The catalyst class is: 5. (4) Reactant: [CH2:1]1[CH2:6][CH2:5][CH:4]([N:7]=[C:8]=[N:9][CH:10]2[CH2:15][CH2:14][CH2:13][CH2:12][CH2:11]2)[CH2:3][CH2:2]1.[O:16]1CCCC1. Product: [C:8]([NH:7][CH:4]1[CH2:3][CH2:2][CH2:1][CH2:6][CH2:5]1)([NH:9][CH:10]1[CH2:15][CH2:14][CH2:13][CH2:12][CH2:11]1)=[O:16]. The catalyst class is: 383. (5) Reactant: [S:1]1[CH:5]=[CH:4][C:3]2[CH:6]=[CH:7][C:8]([OH:10])=[CH:9][C:2]1=2.[CH3:11][C:12]([CH3:17])([CH3:16])[C:13](Cl)=[O:14]. Product: [S:1]1[CH:5]=[CH:4][C:3]2[CH:6]=[CH:7][C:8]([O:10][C:13](=[O:14])[C:12]([CH3:17])([CH3:16])[CH3:11])=[CH:9][C:2]1=2. The catalyst class is: 17. (6) Reactant: [CH3:1][N:2]([CH3:12])[C:3]1[CH:8]=[CH:7][C:6](B(O)O)=[CH:5][CH:4]=1.[CH3:13][CH:14]([NH:16][CH2:17][CH2:18][CH2:19][N:20]1[C:29]([S:30][C:31]2[CH:36]=[C:35]3[O:37][CH2:38][O:39][C:34]3=[CH:33][C:32]=2I)=[N:28][C:22]2[C:23]([NH2:27])=[N:24][CH:25]=[N:26][C:21]1=2)[CH3:15].C([O-])(O)=O.[Na+].CN(C=O)C. Product: [CH3:1][N:2]([CH3:12])[C:3]1[CH:8]=[CH:7][C:6]([C:32]2[C:31]([S:30][C:29]3[N:20]([CH2:19][CH2:18][CH2:17][NH:16][CH:14]([CH3:15])[CH3:13])[C:21]4[C:22]([N:28]=3)=[C:23]([NH2:27])[N:24]=[CH:25][N:26]=4)=[CH:36][C:35]3[O:37][CH2:38][O:39][C:34]=3[CH:33]=2)=[CH:5][CH:4]=1. The catalyst class is: 189. (7) Product: [CH3:1][O:2][C:3]1[CH:8]=[CH:7][CH:6]=[C:5]([O:9][CH3:10])[C:4]=1[CH:11]1[NH:28][C:15](=[O:16])[CH2:14][CH:13]([CH3:19])[CH2:12]1. The catalyst class is: 5. Reactant: [CH3:1][O:2][C:3]1[CH:8]=[CH:7][CH:6]=[C:5]([O:9][CH3:10])[C:4]=1[C:11](=O)[CH2:12][CH:13]([CH3:19])[CH2:14][C:15](OC)=[O:16].C([O-])(=O)C.[NH4+].[BH3-]C#[N:28].[Na+].Cl. (8) Reactant: [H-].[Na+].[F:3][C:4]1[CH:5]=[CH:6][C:7]([C:23]([N:25]2[C@H:34]([CH2:35][N:36]3[CH2:41][CH2:40][O:39][CH2:38][CH2:37]3)[CH2:33][C:32]3[C:27](=[CH:28][CH:29]=[CH:30][CH:31]=3)[CH2:26]2)=[O:24])=[C:8]([C:10]2[N:11]3[C:15](=[C:16]([C:18]([O:20][CH3:21])=[O:19])[CH:17]=2)[CH2:14][C@@H:13]([OH:22])[CH2:12]3)[CH:9]=1.[CH2:42](Br)[CH:43]=[CH2:44]. Product: [F:3][C:4]1[CH:5]=[CH:6][C:7]([C:23]([N:25]2[C@H:34]([CH2:35][N:36]3[CH2:41][CH2:40][O:39][CH2:38][CH2:37]3)[CH2:33][C:32]3[C:27](=[CH:28][CH:29]=[CH:30][CH:31]=3)[CH2:26]2)=[O:24])=[C:8]([C:10]2[N:11]3[C:15](=[C:16]([C:18]([O:20][CH3:21])=[O:19])[CH:17]=2)[CH2:14][C@@H:13]([O:22][CH2:44][CH:43]=[CH2:42])[CH2:12]3)[CH:9]=1. The catalyst class is: 1. (9) Product: [ClH:1].[N:16]12[CH2:21][CH2:20][CH:19]([CH2:18][CH2:17]1)[C@@H:14]([NH:13][C:11]([C:9]1[S:10][C:6]3[CH:5]=[C:4]([NH:3][C:41]([NH:40][C:36]4[CH:37]=[CH:38][CH:39]=[C:34]([O:33][C:32]([F:31])([F:43])[F:44])[CH:35]=4)=[O:42])[CH:23]=[CH:22][C:7]=3[CH:8]=1)=[O:12])[CH2:15]2. The catalyst class is: 3. Reactant: [ClH:1].Cl.[NH2:3][C:4]1[CH:23]=[CH:22][C:7]2[CH:8]=[C:9]([C:11]([NH:13][C@@H:14]3[CH:19]4[CH2:20][CH2:21][N:16]([CH2:17][CH2:18]4)[CH2:15]3)=[O:12])[S:10][C:6]=2[CH:5]=1.C(N(CC)CC)C.[F:31][C:32]([F:44])([F:43])[O:33][C:34]1[CH:35]=[C:36]([N:40]=[C:41]=[O:42])[CH:37]=[CH:38][CH:39]=1. (10) Reactant: [F:1][C:2]([F:14])([F:13])[C:3]1[CH:4]=[C:5]([CH2:9][C:10](Cl)=[O:11])[CH:6]=[CH:7][CH:8]=1.[NH2:15][C:16]1[S:17][C:18]2[CH:24]=[C:23]([C:25]([F:28])([F:27])[F:26])[CH:22]=[CH:21][C:19]=2[N:20]=1. Product: [F:28][C:25]([F:26])([F:27])[C:23]1[CH:22]=[CH:21][C:19]2[N:20]=[C:16]([NH:15][C:10](=[O:11])[CH2:9][C:5]3[CH:6]=[CH:7][CH:8]=[C:3]([C:2]([F:14])([F:13])[F:1])[CH:4]=3)[S:17][C:18]=2[CH:24]=1. The catalyst class is: 1.